Dataset: M1 muscarinic receptor agonist screen with 61,833 compounds. Task: Binary Classification. Given a drug SMILES string, predict its activity (active/inactive) in a high-throughput screening assay against a specified biological target. (1) The drug is O1C2(CCCCC2)C(/n2c1nc1c2cccc1)=C/C#N. The result is 0 (inactive). (2) The compound is Clc1cc(NC(=O)CSc2[nH]ncn2)ccc1Cl. The result is 0 (inactive). (3) The molecule is O=C(Nc1c(cc(OCC(=O)N2CCOCC2)cc1)C)C1CCCCC1. The result is 0 (inactive). (4) The compound is S(=O)(=O)(Cc1oc(C(=O)N2CCOCC2)cc1)c1ccccc1. The result is 0 (inactive). (5) The drug is s1c(C(=O)NCCNC2CCN(CC2)C(OCC)=O)ccc1. The result is 1 (active). (6) The drug is S(c1n(\c([nH]n1)=C1\C(=O)C=CC=C1)CC=C)CC(=O)Nc1cc2OCOc2cc1. The result is 0 (inactive). (7) The compound is O1C(Cn2nnnc2C(N2CCN(CC2)c2c(c(ccc2)C)C)c2ccc(cc2)C)CCC1. The result is 0 (inactive). (8) The compound is S(CC(=O)N1CCCc2c1cccc2)c1n(c(nn1)CSc1ncccn1)C. The result is 0 (inactive). (9) The molecule is S(CC(=O)N1CCc2c1cccc2)c1[nH]c(c2ccccc2)cc(=O)n1. The result is 0 (inactive). (10) The compound is OC(=O)C(Cc1ccc(OCCC)cc1)(CC(O)=O)C(O)=O. The result is 0 (inactive).